Dataset: Reaction yield outcomes from USPTO patents with 853,638 reactions. Task: Predict the reaction yield, written as a fraction of the theoretical maximum amount of product (1.0 means a 100% yield; for example, 0.34 means a 34% yield). The reactants are CC(C)([O-])C.[K+].C1OCCOCCOCCOCCOCCOC1.[NH:25]1[CH:29]=[CH:28][CH:27]=[N:26]1.[Br:30][C:31]1[CH:36]=[CH:35][C:34]([CH2:37]Br)=[CH:33][CH:32]=1. The catalyst is C(OCC)C.O. The product is [Br:30][C:31]1[CH:36]=[CH:35][C:34]([CH2:37][N:25]2[CH:29]=[CH:28][CH:27]=[N:26]2)=[CH:33][CH:32]=1. The yield is 0.950.